From a dataset of NCI-60 drug combinations with 297,098 pairs across 59 cell lines. Regression. Given two drug SMILES strings and cell line genomic features, predict the synergy score measuring deviation from expected non-interaction effect. (1) Drug 1: CN(C)C1=NC(=NC(=N1)N(C)C)N(C)C. Drug 2: CN(CC1=CN=C2C(=N1)C(=NC(=N2)N)N)C3=CC=C(C=C3)C(=O)NC(CCC(=O)O)C(=O)O. Cell line: K-562. Synergy scores: CSS=48.7, Synergy_ZIP=4.33, Synergy_Bliss=2.38, Synergy_Loewe=-23.2, Synergy_HSA=-1.94. (2) Drug 1: CN(C)N=NC1=C(NC=N1)C(=O)N. Drug 2: C1CN(CCN1C(=O)CCBr)C(=O)CCBr. Cell line: LOX IMVI. Synergy scores: CSS=41.7, Synergy_ZIP=-14.7, Synergy_Bliss=-6.48, Synergy_Loewe=-3.03, Synergy_HSA=-0.746.